From a dataset of Full USPTO retrosynthesis dataset with 1.9M reactions from patents (1976-2016). Predict the reactants needed to synthesize the given product. (1) Given the product [CH:1]12[CH2:7][CH:4]([CH:3]=[CH:2]1)[CH2:5][CH2:6]2.[CH2:8]([CH2:11][C:12]([O-:14])=[O:13])[CH:9]=[CH2:10].[CH2:15]([CH:19]1[CH2:24][CH:23]2[CH2:25][CH:20]1[CH:21]=[CH:22]2)[CH2:16][CH2:17][CH3:18].[CH3:26][O:27][C:28]([CH:30]1[CH2:35][CH:34]2[CH2:36][CH:31]1[CH:32]=[CH:33]2)=[O:29], predict the reactants needed to synthesize it. The reactants are: [CH:1]12[CH2:7][CH:4]([CH:5]=[CH:6]1)[CH2:3][CH2:2]2.[CH2:8]([CH2:11][C:12]([O-:14])=[O:13])[CH:9]=[CH2:10].[CH2:15]([CH:19]1[CH2:24][CH:23]2[CH2:25][CH:20]1[CH:21]=[CH:22]2)[CH2:16][CH2:17][CH3:18].[CH3:26][O:27][C:28]([CH:30]1[CH2:35][CH:34]2[CH2:36][CH:31]1[CH:32]=[CH:33]2)=[O:29].C1(C)C=CC=CC=1. (2) Given the product [ClH:31].[CH3:1][C:2]1[C:3]([N:9]2[CH2:14][CH2:13][N:12]([C:15]([C:17]3[CH:22]=[CH:21][C:20]([N:23]4[C@H:27]([CH3:28])[CH2:26][CH2:25][S:24]4(=[O:30])=[O:29])=[CH:19][CH:18]=3)=[O:16])[CH2:11][CH2:10]2)=[N:4][CH:5]=[C:6]([CH3:8])[CH:7]=1, predict the reactants needed to synthesize it. The reactants are: [CH3:1][C:2]1[C:3]([N:9]2[CH2:14][CH2:13][N:12]([C:15]([C:17]3[CH:22]=[CH:21][C:20]([N:23]4[C@H:27]([CH3:28])[CH2:26][CH2:25][S:24]4(=[O:30])=[O:29])=[CH:19][CH:18]=3)=[O:16])[CH2:11][CH2:10]2)=[N:4][CH:5]=[C:6]([CH3:8])[CH:7]=1.[ClH:31].C(OCC)(=O)C. (3) Given the product [NH2:40][CH2:39][CH2:38][N:35]1[CH2:36][CH2:37][CH:32]([CH2:31][CH2:30][C:29]([NH:28][CH:14]2[CH2:13][C:9]3[CH:10]=[CH:11][CH:12]=[C:7]([C:6]([OH:5])=[O:51])[C:8]=3[O:16][B:15]2[OH:23])=[O:48])[CH2:33][CH2:34]1, predict the reactants needed to synthesize it. The reactants are: C([O:5][C:6](=[O:51])[C:7]1[CH:12]=[CH:11][CH:10]=[C:9]([CH2:13][CH:14]([NH:28][C:29](=[O:48])[CH2:30][CH2:31][CH:32]2[CH2:37][CH2:36][N:35]([CH2:38][CH2:39][NH:40]C(OC(C)(C)C)=O)[CH2:34][CH2:33]2)[B:15]2[O:23]C3C(C)(C4CC(C3)C4(C)C)[O:16]2)[C:8]=1OC)(C)(C)C.B(Cl)(Cl)Cl. (4) The reactants are: [C:1]1([C:7]2[N:8]=[C:9]([N:12]3[CH2:17][CH2:16][NH:15][CH2:14][CH2:13]3)[S:10][CH:11]=2)[CH:6]=[CH:5][CH:4]=[CH:3][CH:2]=1.[O:18]1[C:22]2[CH:23]=[CH:24][CH:25]=[CH:26][C:21]=2[C:20]([N:27](C(OCC(Cl)(Cl)Cl)=O)[C:28](OCC(Cl)(Cl)Cl)=[O:29])=[N:19]1.C(N(C(C)C)CC)(C)C.CS(C)=O. Given the product [O:18]1[C:22]2[CH:23]=[CH:24][CH:25]=[CH:26][C:21]=2[C:20]([NH:27][C:28]([N:15]2[CH2:16][CH2:17][N:12]([C:9]3[S:10][CH:11]=[C:7]([C:1]4[CH:2]=[CH:3][CH:4]=[CH:5][CH:6]=4)[N:8]=3)[CH2:13][CH2:14]2)=[O:29])=[N:19]1, predict the reactants needed to synthesize it. (5) Given the product [N:24]1[CH:25]=[CH:26][C:21]([C:2]2[CH:3]=[N:4][C:5]3[C:10]([CH:11]=2)=[CH:9][CH:8]=[CH:7][CH:6]=3)=[CH:22][CH:23]=1, predict the reactants needed to synthesize it. The reactants are: Br[C:2]1[CH:3]=[N:4][C:5]2[C:10]([CH:11]=1)=[CH:9][CH:8]=[CH:7][CH:6]=2.P([O-])([O-])([O-])=O.[K+].[K+].[K+].B(O)(O)[C:21]1[CH:26]=[CH:25][N:24]=[CH:23][CH:22]=1.